This data is from Catalyst prediction with 721,799 reactions and 888 catalyst types from USPTO. The task is: Predict which catalyst facilitates the given reaction. (1) Reactant: [C:1]([O:5][C:6](=[O:21])[NH:7][C:8]([CH2:19][NH2:20])([C:12]1[CH:17]=[CH:16][CH:15]=[CH:14][C:13]=1[F:18])[CH:9]([F:11])[F:10])([CH3:4])([CH3:3])[CH3:2].I[CH2:23][C:24]#[N:25].CCN(C(C)C)C(C)C. Product: [C:1]([O:5][C:6](=[O:21])[NH:7][C:8]([CH2:19][NH:20][CH2:23][C:24]#[N:25])([C:12]1[CH:17]=[CH:16][CH:15]=[CH:14][C:13]=1[F:18])[CH:9]([F:11])[F:10])([CH3:4])([CH3:2])[CH3:3]. The catalyst class is: 290. (2) Product: [Cl:1][C:2]1[CH:7]=[CH:6][C:5]([C:8]2[N:12]([CH2:38][CH:37]([OH:39])[C:36]([F:41])([F:40])[F:35])[C:11](=[O:13])[N:10]([CH2:14][C:15]([NH:17][CH2:18][C:19]3[CH:24]=[CH:23][CH:22]=[CH:21][C:20]=3[C:25]([F:26])([F:27])[F:28])=[O:16])[N:9]=2)=[CH:4][CH:3]=1. Reactant: [Cl:1][C:2]1[CH:7]=[CH:6][C:5]([C:8]2[NH:12][C:11](=[O:13])[N:10]([CH2:14][C:15]([NH:17][CH2:18][C:19]3[CH:24]=[CH:23][CH:22]=[CH:21][C:20]=3[C:25]([F:28])([F:27])[F:26])=[O:16])[N:9]=2)=[CH:4][CH:3]=1.C(=O)([O-])[O-].[Cs+].[Cs+].[F:35][C:36]([F:41])([F:40])[CH:37]1[O:39][CH2:38]1. The catalyst class is: 148.